This data is from Full USPTO retrosynthesis dataset with 1.9M reactions from patents (1976-2016). The task is: Predict the reactants needed to synthesize the given product. (1) The reactants are: [CH3:1][O:2][C:3]1[CH:8]=[CH:7][C:6]([S:9]([CH2:12][CH2:13][O:14][CH:15]2[CH2:20][CH2:19][CH2:18][CH2:17][O:16]2)(=[O:11])=[O:10])=[CH:5][C:4]=1B1OC(C)(C)C(C)(C)O1.Br[C:31]1[C:40]2[C:35](=[CH:36][CH:37]=[C:38]([C:41]3[CH:42]=[N:43][N:44]([CH3:46])[CH:45]=3)[CH:39]=2)[C:34](=[O:47])[N:33]([CH3:48])[CH:32]=1.C(O[K])(C)=O.CC(=O)OCC. Given the product [CH3:1][O:2][C:3]1[CH:8]=[CH:7][C:6]([S:9]([CH2:12][CH2:13][O:14][CH:15]2[CH2:20][CH2:19][CH2:18][CH2:17][O:16]2)(=[O:10])=[O:11])=[CH:5][C:4]=1[C:31]1[C:40]2[C:35](=[CH:36][CH:37]=[C:38]([C:41]3[CH:42]=[N:43][N:44]([CH3:46])[CH:45]=3)[CH:39]=2)[C:34](=[O:47])[N:33]([CH3:48])[CH:32]=1, predict the reactants needed to synthesize it. (2) Given the product [C:14]([O:15][CH3:16])(=[O:22])[C:2]1[C:1](=[CH:6][CH:5]=[CH:4][CH:3]=1)[OH:7], predict the reactants needed to synthesize it. The reactants are: [C:1]1([OH:7])[CH:6]=[CH:5][CH:4]=[CH:3][CH:2]=1.C(Cl)(Cl)=O.[OH-].[Na+].[C:14](=O)([O:22]C1C=CC=CC=1)[O:15][C:16]1C=CC=CC=1.